From a dataset of Full USPTO retrosynthesis dataset with 1.9M reactions from patents (1976-2016). Predict the reactants needed to synthesize the given product. (1) Given the product [S:12]1[C:13]2[CH:19]=[CH:18][CH:17]=[CH:16][C:14]=2[N:15]=[C:11]1[N:6]1[CH2:7][C:3]([CH3:9])([CH3:2])[C@H:4]([OH:8])[CH2:5]1, predict the reactants needed to synthesize it. The reactants are: Cl.[CH3:2][C:3]1([CH3:9])[CH2:7][NH:6][CH2:5][C@H:4]1[OH:8].Cl[C:11]1[S:12][C:13]2[CH:19]=[CH:18][CH:17]=[CH:16][C:14]=2[N:15]=1.C(=O)(O)[O-].[Na+]. (2) Given the product [CH3:14][C:13]([C:15]1[C:23]2[O:22][CH2:21][CH2:20][C:19]=2[CH:18]=[C:17]([C:24]2[CH:29]=[N:28][CH:27]=[N:26][CH:25]=2)[CH:16]=1)([CH3:30])[CH2:12][C:11]1([C:10]([F:32])([F:9])[F:33])[CH2:2][O:31]1, predict the reactants needed to synthesize it. The reactants are: [I-].[CH3:2][S+](C)(C)=O.[H-].[Na+].[F:9][C:10]([F:33])([F:32])[C:11](=[O:31])[CH2:12][C:13]([CH3:30])([C:15]1[C:23]2[O:22][CH2:21][CH2:20][C:19]=2[CH:18]=[C:17]([C:24]2[CH:25]=[N:26][CH:27]=[N:28][CH:29]=2)[CH:16]=1)[CH3:14].O.